Dataset: Full USPTO retrosynthesis dataset with 1.9M reactions from patents (1976-2016). Task: Predict the reactants needed to synthesize the given product. (1) Given the product [CH2:65]([O:67][C:68]([C:70]1[N:71]=[C:72]([NH:75][C:28]([C@H:9]2[C@H:8]([C:4]3[CH:5]=[CH:6][CH:7]=[C:2]([Cl:1])[C:3]=3[F:31])[C@:12]([C:15]3[CH:20]=[CH:19][C:18]([Cl:21])=[CH:17][C:16]=3[F:22])([C:13]#[N:14])[C@H:11]([CH2:23][C:24]([CH3:27])([CH3:26])[CH3:25])[NH:10]2)=[O:29])[S:73][CH:74]=1)=[O:69])[CH3:66], predict the reactants needed to synthesize it. The reactants are: [Cl:1][C:2]1[C:3]([F:31])=[C:4]([CH:8]2[C:12]([C:15]3[CH:20]=[CH:19][C:18]([Cl:21])=[CH:17][C:16]=3[F:22])([C:13]#[N:14])[CH:11]([CH2:23][C:24]([CH3:27])([CH3:26])[CH3:25])[NH:10][CH:9]2[C:28](O)=[O:29])[CH:5]=[CH:6][CH:7]=1.CN(C(ON1N=NC2C=CC=NC1=2)=[N+](C)C)C.F[P-](F)(F)(F)(F)F.CCN(C(C)C)C(C)C.[CH2:65]([O:67][C:68]([C:70]1[N:71]=[C:72]([NH2:75])[S:73][CH:74]=1)=[O:69])[CH3:66]. (2) Given the product [Cl:1][C:2]1[CH:3]=[CH:4][C:5]([CH2:8][O:9][C:10]2[CH:15]=[CH:14][N:13]([C:16]3[CH:17]=[N:18][C:19]([N:28]4[CH2:29][CH2:30][CH2:31][CH:26]([N:25]([CH3:32])[CH3:24])[CH2:27]4)=[CH:20][CH:21]=3)[C:12](=[O:23])[CH:11]=2)=[N:6][CH:7]=1, predict the reactants needed to synthesize it. The reactants are: [Cl:1][C:2]1[CH:3]=[CH:4][C:5]([CH2:8][O:9][C:10]2[CH:15]=[CH:14][N:13]([C:16]3[CH:17]=[N:18][C:19](F)=[CH:20][CH:21]=3)[C:12](=[O:23])[CH:11]=2)=[N:6][CH:7]=1.[CH3:24][N:25]([CH3:32])[CH:26]1[CH2:31][CH2:30][CH2:29][NH:28][CH2:27]1.C([O-])([O-])=O.[K+].[K+].